Dataset: Reaction yield outcomes from USPTO patents with 853,638 reactions. Task: Predict the reaction yield, written as a fraction of the theoretical maximum amount of product (1.0 means a 100% yield; for example, 0.34 means a 34% yield). (1) The reactants are Cl[C:2]1[N:7]=[CH:6][C:5]([C:8]2[CH:13]=[CH:12][N:11]=[C:10]([NH:14][C:15]3[CH:20]=[CH:19][C:18]([N:21]4[CH2:26][CH2:25][N:24]([CH3:27])[CH2:23][CH2:22]4)=[CH:17][CH:16]=3)[N:9]=2)=[CH:4][CH:3]=1. The catalyst is C(N)CN. The product is [CH3:27][N:24]1[CH2:25][CH2:26][N:21]([C:18]2[CH:19]=[CH:20][C:15]([NH:14][C:10]3[N:9]=[C:8]([C:5]4[CH:4]=[CH:3][C:2]([NH:21][CH2:22][CH2:23][NH2:24])=[N:7][CH:6]=4)[CH:13]=[CH:12][N:11]=3)=[CH:16][CH:17]=2)[CH2:22][CH2:23]1. The yield is 0.360. (2) The reactants are [C:1]([C:5]1[NH:6][C:7]2[C:12]([CH:13]=1)=[CH:11][CH:10]=[C:9]([N+:14]([O-])=O)[CH:8]=2)([CH3:4])([CH3:3])[CH3:2].[H][H]. The catalyst is CO.[Ni]. The product is [C:1]([C:5]1[NH:6][C:7]2[C:12]([CH:13]=1)=[CH:11][CH:10]=[C:9]([NH2:14])[CH:8]=2)([CH3:4])([CH3:2])[CH3:3]. The yield is 0.890.